This data is from Forward reaction prediction with 1.9M reactions from USPTO patents (1976-2016). The task is: Predict the product of the given reaction. (1) Given the reactants [F:1][C:2]([F:22])([F:21])[C:3]1[CH:7]=[CH:6][N:5]([CH:8]2[CH2:13][CH2:12][N:11](C(OC(C)(C)C)=O)[CH2:10][CH2:9]2)[N:4]=1.FC(F)(F)C(O)=O, predict the reaction product. The product is: [F:22][C:2]([F:1])([F:21])[C:3]1[CH:7]=[CH:6][N:5]([CH:8]2[CH2:9][CH2:10][NH:11][CH2:12][CH2:13]2)[N:4]=1. (2) Given the reactants Br[C:2]1[C:3]([N:17]2[CH2:22][CH2:21][O:20][CH2:19][CH2:18]2)=[CH:4][C:5]([NH:8][C:9]2[CH:14]=[CH:13][C:12]([F:15])=[C:11]([Cl:16])[CH:10]=2)=[N:6][CH:7]=1.B([C:26]1[CH:27]=[C:28](/[CH:32]=[CH:33]/[C:34]([OH:36])=[O:35])[CH:29]=[CH:30][CH:31]=1)(O)O.C1(P(C2CCCCC2)C2C=CC=CC=2C2C(C(C)C)=CC(C(C)C)=CC=2C(C)C)CCCCC1.C([O-])([O-])=O.[Na+].[Na+], predict the reaction product. The product is: [Cl:16][C:11]1[CH:10]=[C:9]([NH:8][C:5]2[N:6]=[CH:7][C:2]([C:27]3[CH:26]=[CH:31][CH:30]=[CH:29][C:28]=3[CH:32]=[CH:33][C:34]([OH:36])=[O:35])=[C:3]([N:17]3[CH2:22][CH2:21][O:20][CH2:19][CH2:18]3)[CH:4]=2)[CH:14]=[CH:13][C:12]=1[F:15]. (3) Given the reactants Cl[C:2]1[CH:3]=[N:4][CH:5]=[C:6](Cl)[C:7]=1[CH2:8][C:9]([C:11]1[C:16]2[C:17]([CH2:20][C:21]([O:23][CH2:24][CH3:25])=[O:22])=[CH:18][O:19][C:15]=2[C:14]([O:26][CH3:27])=[CH:13][CH:12]=1)=[O:10], predict the reaction product. The product is: [CH2:24]([O:23][C:21]([CH2:20][C:17]1[C:16]2[C:11]([C:9](=[O:10])[CH2:8][C:7]3[CH:2]=[CH:3][N:4]=[CH:5][CH:6]=3)=[CH:12][CH:13]=[C:14]([O:26][CH3:27])[C:15]=2[O:19][CH:18]=1)=[O:22])[CH3:25]. (4) Given the reactants [F:1][C:2]1[CH:7]=[C:6]([I:8])[CH:5]=[CH:4][C:3]=1[O:9][C:10]1[CH:27]=[CH:26][C:13]2[CH2:14][CH2:15][N:16](C(OC(C)(C)C)=O)[CH2:17][CH2:18][C:12]=2[CH:11]=1.C(OC1C=CC2CCNCCC=2C=1)C1C=CC=CC=1, predict the reaction product. The product is: [F:1][C:2]1[CH:7]=[C:6]([I:8])[CH:5]=[CH:4][C:3]=1[O:9][C:10]1[CH:27]=[CH:26][C:13]2[CH2:14][CH2:15][NH:16][CH2:17][CH2:18][C:12]=2[CH:11]=1. (5) Given the reactants [F:1][C:2]1[CH:15]=[CH:14][C:5]([C:6]([CH2:8][C:9]([O:11][CH2:12][CH3:13])=[O:10])=[O:7])=[CH:4][CH:3]=1.[H-].[Na+].[CH:18]([C:21]1[CH:28]=[CH:27][C:24]([CH2:25]Cl)=[CH:23][CH:22]=1)([CH3:20])[CH3:19].O, predict the reaction product. The product is: [F:1][C:2]1[CH:3]=[CH:4][C:5]([C:6](=[O:7])[CH:8]([CH2:25][C:24]2[CH:27]=[CH:28][C:21]([CH:18]([CH3:20])[CH3:19])=[CH:22][CH:23]=2)[C:9]([O:11][CH2:12][CH3:13])=[O:10])=[CH:14][CH:15]=1.